From a dataset of Reaction yield outcomes from USPTO patents with 853,638 reactions. Predict the reaction yield, written as a fraction of the theoretical maximum amount of product (1.0 means a 100% yield; for example, 0.34 means a 34% yield). (1) The reactants are [NH2:1][C:2]1[CH:7]=[CH:6][C:5]([CH:8]2[CH2:13][CH2:12][N:11]([C:14]([O:16][C:17]([CH3:20])([CH3:19])[CH3:18])=[O:15])[CH2:10][CH2:9]2)=[CH:4][CH:3]=1.Br[C:22]1[C:23](=[O:30])[N:24]([CH3:29])[CH:25]=[C:26]([Br:28])[N:27]=1. The catalyst is C(O)(C)C. The product is [Br:28][C:26]1[N:27]=[C:22]([NH:1][C:2]2[CH:7]=[CH:6][C:5]([CH:8]3[CH2:9][CH2:10][N:11]([C:14]([O:16][C:17]([CH3:20])([CH3:19])[CH3:18])=[O:15])[CH2:12][CH2:13]3)=[CH:4][CH:3]=2)[C:23](=[O:30])[N:24]([CH3:29])[CH:25]=1. The yield is 0.800. (2) The reactants are [CH3:1][C:2]1[N:21]=[CH:20][CH:19]=[CH:18][C:3]=1[C:4]([NH:6][C:7]1[CH:12]=[CH:11][C:10]([CH2:13][C:14]([O:16][CH3:17])=[O:15])=[CH:9][CH:8]=1)=O.COC1C=CC(P2(SP(C3C=CC(OC)=CC=3)(=S)S2)=[S:31])=CC=1. The catalyst is C1(C)C=CC=CC=1. The product is [CH3:1][C:2]1[C:3]([C:4](=[S:31])[NH:6][C:7]2[CH:12]=[CH:11][C:10]([CH2:13][C:14]([O:16][CH3:17])=[O:15])=[CH:9][CH:8]=2)=[CH:18][CH:19]=[CH:20][N:21]=1. The yield is 0.390. (3) The reactants are [C:1]([O:8][CH2:9][CH3:10])(=[O:7])[C:2](OCC)=O.[CH2:11]([O:18][CH2:19][C:20]([O:22]CC)=O)[C:12]1[CH:17]=[CH:16][CH:15]=[CH:14][CH:13]=1.[H-].[Na+].[O-]CC.[Na+].S(O)(O)(=O)=O.[CH3:36][S:37][C:38](=[NH:40])[NH2:39]. The catalyst is C1COCC1.C(O)C.C(O)(=O)C. The product is [CH3:36][S:37][C:38]1[NH:40][C:20](=[O:22])[C:19]([O:18][CH2:11][C:12]2[CH:17]=[CH:16][CH:15]=[CH:14][CH:13]=2)=[C:2]([C:1]([O:8][CH2:9][CH3:10])=[O:7])[N:39]=1. The yield is 0.180. (4) The product is [N+:25]([C:21]1[N:20]=[C:19]([N:4]2[CH2:5][CH2:6][N:1]([CH2:7][CH2:8][NH:9][C:10]([CH:12]3[CH2:17][CH2:16][CH2:15][CH2:14][CH2:13]3)=[O:11])[CH2:2][CH2:3]2)[CH:24]=[CH:23][CH:22]=1)([O-:27])=[O:26]. The catalyst is C(#N)C.C(OCC)(=O)C. The reactants are [N:1]1([CH2:7][CH2:8][NH:9][C:10]([CH:12]2[CH2:17][CH2:16][CH2:15][CH2:14][CH2:13]2)=[O:11])[CH2:6][CH2:5][NH:4][CH2:3][CH2:2]1.Cl[C:19]1[CH:24]=[CH:23][CH:22]=[C:21]([N+:25]([O-:27])=[O:26])[N:20]=1.C(N(C(C)C)CC)(C)C. The yield is 0.150. (5) The reactants are C(O[C:4]([C@H:6]1[C@@H:11]([N:12]([CH2:33][C:34]2[CH:39]=[CH:38][C:37]([F:40])=[CH:36][CH:35]=2)[C:13](=[O:32])[CH2:14][C:15]2[NH:20][C:19]3[CH:21]=[CH:22][C:23]([NH:25][S:26]([CH3:29])(=[O:28])=[O:27])=[CH:24][C:18]=3[S:17](=[O:31])(=[O:30])[N:16]=2)[C@H:10]2[CH2:41][C@@H:7]1[CH2:8][CH2:9]2)=[O:5])C.[O-]CC.[Na+].Cl. The catalyst is C(O)C.C(OCC)(=O)C. The product is [F:40][C:37]1[CH:38]=[CH:39][C:34]([CH2:33][N:12]2[C:13](=[O:32])[C:14]([C:15]3[NH:20][C:19]4[CH:21]=[CH:22][C:23]([NH:25][S:26]([CH3:29])(=[O:27])=[O:28])=[CH:24][C:18]=4[S:17](=[O:31])(=[O:30])[N:16]=3)=[C:4]([OH:5])[C@H:6]3[C@@H:11]2[C@H:10]2[CH2:41][C@@H:7]3[CH2:8][CH2:9]2)=[CH:35][CH:36]=1. The yield is 0.680. (6) The reactants are Br[CH2:2][C:3]1[CH:11]=[C:10]2[C:6]([C:7]([CH2:21][N:22]([CH3:30])[C:23](=[O:29])[O:24][C:25]([CH3:28])([CH3:27])[CH3:26])=[CH:8][N:9]2[S:12]([C:15]2[CH:16]=[N:17][CH:18]=[CH:19][CH:20]=2)(=[O:14])=[O:13])=[CH:5][CH:4]=1.[Cl:31][C:32]1[CH:37]=[C:36]([CH3:38])[CH:35]=[CH:34][C:33]=1B(O)O.C(=O)([O-])[O-].[Na+].[Na+]. The catalyst is C(COC)OC. The product is [Cl:31][C:32]1[CH:37]=[C:36]([CH3:38])[CH:35]=[CH:34][C:33]=1[CH2:2][C:3]1[CH:11]=[C:10]2[C:6]([C:7]([CH2:21][N:22]([CH3:30])[C:23](=[O:29])[O:24][C:25]([CH3:28])([CH3:27])[CH3:26])=[CH:8][N:9]2[S:12]([C:15]2[CH:16]=[N:17][CH:18]=[CH:19][CH:20]=2)(=[O:14])=[O:13])=[CH:5][CH:4]=1. The yield is 0.688. (7) The reactants are [NH2:1][C:2]1[CH:10]=[C:9]([O:11][CH3:12])[CH:8]=[C:7]([O:13][CH3:14])[C:3]=1[C:4]([NH2:6])=[O:5].[OH:15][C:16]1[CH:23]=[CH:22][C:19]([CH:20]=O)=[CH:18][CH:17]=1.C([O-])([O-])=O.[K+].[K+].II. The catalyst is CN(C=O)C. The product is [OH:15][C:16]1[CH:23]=[CH:22][C:19]([C:20]2[NH:6][C:4](=[O:5])[C:3]3[C:2](=[CH:10][C:9]([O:11][CH3:12])=[CH:8][C:7]=3[O:13][CH3:14])[N:1]=2)=[CH:18][CH:17]=1. The yield is 0.120.